From a dataset of Catalyst prediction with 721,799 reactions and 888 catalyst types from USPTO. Predict which catalyst facilitates the given reaction. (1) Reactant: O.NN.[CH:4]1([CH2:7][O:8][C:9]2[CH:40]=[CH:39][C:12]([C:13]([NH:15][C:16]3[C:25]([F:26])=[C:24]4[C:19]([CH:20]=[C:21]([CH2:27][N:28]5C(=O)C6C(=CC=CC=6)C5=O)[CH:22]=[N:23]4)=[CH:18][CH:17]=3)=[O:14])=[CH:11][CH:10]=2)[CH2:6][CH2:5]1.C(OCC)(=O)C. Product: [NH2:28][CH2:27][C:21]1[CH:22]=[N:23][C:24]2[C:19]([CH:20]=1)=[CH:18][CH:17]=[C:16]([NH:15][C:13](=[O:14])[C:12]1[CH:39]=[CH:40][C:9]([O:8][CH2:7][CH:4]3[CH2:5][CH2:6]3)=[CH:10][CH:11]=1)[C:25]=2[F:26]. The catalyst class is: 37. (2) Reactant: B(Br)(Br)Br.C[O:6][C:7]1[CH:8]=[C:9]([C:13]2[O:14][C:15]3[N:16]=[C:17]([CH2:26][N:27]4[CH2:32][CH2:31][O:30][CH2:29][CH2:28]4)[N:18]=[C:19]([O:22][CH2:23][CH2:24][CH3:25])[C:20]=3[N:21]=2)[CH:10]=[CH:11][CH:12]=1.C(=O)([O-])O.[Na+]. Product: [N:27]1([CH2:26][C:17]2[N:18]=[C:19]([O:22][CH2:23][CH2:24][CH3:25])[C:20]3[N:21]=[C:13]([C:9]4[CH:8]=[C:7]([OH:6])[CH:12]=[CH:11][CH:10]=4)[O:14][C:15]=3[N:16]=2)[CH2:28][CH2:29][O:30][CH2:31][CH2:32]1. The catalyst class is: 4.